Dataset: Reaction yield outcomes from USPTO patents with 853,638 reactions. Task: Predict the reaction yield, written as a fraction of the theoretical maximum amount of product (1.0 means a 100% yield; for example, 0.34 means a 34% yield). (1) The reactants are [N:1]12[CH2:8][CH2:7][C:4]([C:9]([C:17]3[CH:22]=[CH:21][CH:20]=[CH:19][CH:18]=3)([C:11]3[CH:16]=[CH:15][CH:14]=[CH:13][CH:12]=3)[OH:10])([CH2:5][CH2:6]1)[CH2:3][CH2:2]2.[Br:23][CH2:24][CH2:25][N:26]1[C:34](=[O:35])[C:33]2[C:28](=[CH:29][CH:30]=[CH:31][CH:32]=2)[C:27]1=[O:36]. The catalyst is CC#N. The product is [Br-:23].[O:36]=[C:27]1[C:28]2[C:33](=[CH:32][CH:31]=[CH:30][CH:29]=2)[C:34](=[O:35])[N:26]1[CH2:25][CH2:24][N+:1]12[CH2:6][CH2:5][C:4]([C:9]([OH:10])([C:17]3[CH:22]=[CH:21][CH:20]=[CH:19][CH:18]=3)[C:11]3[CH:12]=[CH:13][CH:14]=[CH:15][CH:16]=3)([CH2:3][CH2:2]1)[CH2:7][CH2:8]2. The yield is 0.518. (2) The reactants are [CH2:1]([NH:3][C:4]([C:6]1[N:10]2[CH:11]=[C:12]([CH:15]=O)[CH:13]=[CH:14][C:9]2=[N:8][CH:7]=1)=[O:5])[CH3:2].[S:17]1[CH2:21][C:20](=[O:22])[NH:19][C:18]1=[O:23].N1CCCCC1.CC(O)=O. The catalyst is CCO. The product is [O:23]=[C:18]1[NH:19][C:20](=[O:22])/[C:21](=[CH:15]/[C:12]2[CH:13]=[CH:14][C:9]3[N:10]([C:6]([C:4]([NH:3][CH2:1][CH3:2])=[O:5])=[CH:7][N:8]=3)[CH:11]=2)/[S:17]1. The yield is 0.0600. (3) The reactants are O1CCCCC1O[CH2:8][C:9]1[CH:14]=[CH:13][N:12]=[C:11]([N:15]2[CH2:20][CH2:19][N:18]([C:21]([O:23][CH2:24][C:25]3[CH:30]=[CH:29][CH:28]=[CH:27][CH:26]=3)=[O:22])[CH2:17][CH2:16]2)[CH:10]=1.S(Cl)([Cl:33])=O.O.C([O-])(O)=O.[Na+]. The catalyst is C(Cl)Cl. The product is [Cl:33][CH2:8][C:9]1[CH:14]=[CH:13][N:12]=[C:11]([N:15]2[CH2:20][CH2:19][N:18]([C:21]([O:23][CH2:24][C:25]3[CH:30]=[CH:29][CH:28]=[CH:27][CH:26]=3)=[O:22])[CH2:17][CH2:16]2)[CH:10]=1. The yield is 0.820.